From a dataset of Reaction yield outcomes from USPTO patents with 853,638 reactions. Predict the reaction yield, written as a fraction of the theoretical maximum amount of product (1.0 means a 100% yield; for example, 0.34 means a 34% yield). The reactants are [N:1]([CH:4]1[CH2:8][N:7]([C:9]([O:11][C:12]([CH3:15])([CH3:14])[CH3:13])=[O:10])[CH2:6][C:5]1([F:17])[F:16])=[N+]=[N-]. The catalyst is C(O)C.[Pd]. The product is [NH2:1][CH:4]1[CH2:8][N:7]([C:9]([O:11][C:12]([CH3:13])([CH3:15])[CH3:14])=[O:10])[CH2:6][C:5]1([F:17])[F:16]. The yield is 0.980.